Dataset: Forward reaction prediction with 1.9M reactions from USPTO patents (1976-2016). Task: Predict the product of the given reaction. (1) Given the reactants [CH3:1][C:2]([CH3:20])([CH2:16][CH2:17][CH:18]=[CH2:19])[CH2:3][O:4][C:5]([NH:7][C@H:8]([C:13]([OH:15])=[O:14])[C:9]([CH3:12])([CH3:11])[CH3:10])=[O:6].[CH:21]1(C(OC)=O)CCC[CH2:22]1, predict the reaction product. The product is: [CH2:16]([C:2]1([CH2:3][O:4][C:5]([NH:7][C@H:8]([C:13]([OH:15])=[O:14])[C:9]([CH3:10])([CH3:11])[CH3:12])=[O:6])[CH2:20][CH2:22][CH2:21][CH2:1]1)[CH2:17][CH:18]=[CH2:19]. (2) Given the reactants [Cl:1][C:2]1[CH:7]=[CH:6][C:5]([C:8]2[CH:13]=[C:12](F)[N:11]=[CH:10][C:9]=2[CH2:15][N:16]2[CH2:21][CH2:20][N:19]([C:22]([O:24][C:25]([CH3:28])([CH3:27])[CH3:26])=[O:23])[CH2:18][CH2:17]2)=[CH:4][CH:3]=1.Cl.[O:30]1CCCC1, predict the reaction product. The product is: [Cl:1][C:2]1[CH:7]=[CH:6][C:5]([C:8]2[C:9]([CH2:15][N:16]3[CH2:21][CH2:20][N:19]([C:22]([O:24][C:25]([CH3:28])([CH3:27])[CH3:26])=[O:23])[CH2:18][CH2:17]3)=[CH:10][NH:11][C:12](=[O:30])[CH:13]=2)=[CH:4][CH:3]=1. (3) Given the reactants [F:1][C:2]([F:19])([F:18])[C:3]1[CH:4]=[C:5]([C:9]2[CH2:13][CH:12]([C:14]([O:16]C)=[O:15])[O:11][N:10]=2)[CH:6]=[CH:7][CH:8]=1.[OH-].[Na+].Cl, predict the reaction product. The product is: [F:19][C:2]([F:1])([F:18])[C:3]1[CH:4]=[C:5]([C:9]2[CH2:13][CH:12]([C:14]([OH:16])=[O:15])[O:11][N:10]=2)[CH:6]=[CH:7][CH:8]=1. (4) Given the reactants [CH:1]1([C:6]2[O:10][N:9]=[C:8]([C:11]([O:13][CH2:14][CH3:15])=[O:12])[C:7]=2[N+:16]([O-])=O)[CH2:5][CH2:4][CH2:3][CH2:2]1.[C:19]([N:27]=[C:28]=[O:29])(=[O:26])[C:20]1[CH:25]=[CH:24][CH:23]=[CH:22][CH:21]=1, predict the reaction product. The product is: [C:19]([NH:27][C:28]([NH:16][C:7]1[C:8]([C:11]([O:13][CH2:14][CH3:15])=[O:12])=[N:9][O:10][C:6]=1[CH:1]1[CH2:5][CH2:4][CH2:3][CH2:2]1)=[O:29])(=[O:26])[C:20]1[CH:25]=[CH:24][CH:23]=[CH:22][CH:21]=1. (5) Given the reactants Br[CH2:2][C:3]1[C:8]([CH3:9])=[CH:7][CH:6]=[CH:5][C:4]=1[N:10]1[C:14](=[O:15])[N:13]([CH3:16])[N:12]=[N:11]1.[Br:17][C:18]1[CH:23]=[CH:22][CH:21]=[CH:20][C:19]=1[N:24]1[CH:28]=[CH:27][C:26]([OH:29])=[N:25]1.C(=O)([O-])[O-].[K+].[K+].C(#N)C, predict the reaction product. The product is: [Br:17][C:18]1[CH:23]=[CH:22][CH:21]=[CH:20][C:19]=1[N:24]1[CH:28]=[CH:27][C:26]([O:29][CH2:2][C:3]2[C:8]([CH3:9])=[CH:7][CH:6]=[CH:5][C:4]=2[N:10]2[C:14](=[O:15])[N:13]([CH3:16])[N:12]=[N:11]2)=[N:25]1. (6) Given the reactants [CH2:1]([O:3][C:4]([C:6]1([C:9]2[CH:14]=[CH:13][C:12]([C:15]3[CH:20]=[CH:19][C:18]([C:21]4[O:25][N:24]=[C:23]([CH3:26])[C:22]=4[NH2:27])=[CH:17][CH:16]=3)=[CH:11][CH:10]=2)[CH2:8][CH2:7]1)=[O:5])[CH3:2].[Br:28][C:29]1[CH:30]=[C:31]([CH:35]=[CH:36][CH:37]=1)[C:32](O)=[O:33], predict the reaction product. The product is: [CH2:1]([O:3][C:4]([C:6]1([C:9]2[CH:10]=[CH:11][C:12]([C:15]3[CH:20]=[CH:19][C:18]([C:21]4[O:25][N:24]=[C:23]([CH3:26])[C:22]=4[NH:27][C:32](=[O:33])[C:31]4[CH:35]=[CH:36][CH:37]=[C:29]([Br:28])[CH:30]=4)=[CH:17][CH:16]=3)=[CH:13][CH:14]=2)[CH2:8][CH2:7]1)=[O:5])[CH3:2].